Regression. Given two drug SMILES strings and cell line genomic features, predict the synergy score measuring deviation from expected non-interaction effect. From a dataset of NCI-60 drug combinations with 297,098 pairs across 59 cell lines. (1) Drug 2: C1CN(P(=O)(OC1)NCCCl)CCCl. Cell line: ACHN. Drug 1: C1=C(C(=O)NC(=O)N1)F. Synergy scores: CSS=46.5, Synergy_ZIP=3.19, Synergy_Bliss=4.33, Synergy_Loewe=-10.8, Synergy_HSA=4.95. (2) Drug 1: C1CCC(C1)C(CC#N)N2C=C(C=N2)C3=C4C=CNC4=NC=N3. Drug 2: CC1CCC2CC(C(=CC=CC=CC(CC(C(=O)C(C(C(=CC(C(=O)CC(OC(=O)C3CCCCN3C(=O)C(=O)C1(O2)O)C(C)CC4CCC(C(C4)OC)OCCO)C)C)O)OC)C)C)C)OC. Cell line: SF-268. Synergy scores: CSS=18.6, Synergy_ZIP=-1.02, Synergy_Bliss=1.51, Synergy_Loewe=-15.9, Synergy_HSA=-2.09. (3) Drug 1: C1CN(CCN1C(=O)CCBr)C(=O)CCBr. Drug 2: CC1=C(C(=O)C2=C(C1=O)N3CC4C(C3(C2COC(=O)N)OC)N4)N. Cell line: HCC-2998. Synergy scores: CSS=36.7, Synergy_ZIP=-12.6, Synergy_Bliss=-11.4, Synergy_Loewe=0.811, Synergy_HSA=0.745. (4) Drug 1: CC1=C(C=C(C=C1)C(=O)NC2=CC(=CC(=C2)C(F)(F)F)N3C=C(N=C3)C)NC4=NC=CC(=N4)C5=CN=CC=C5. Drug 2: C1C(C(OC1N2C=NC3=C2NC=NCC3O)CO)O. Cell line: CCRF-CEM. Synergy scores: CSS=12.2, Synergy_ZIP=-2.74, Synergy_Bliss=-0.965, Synergy_Loewe=-2.95, Synergy_HSA=-0.728. (5) Cell line: COLO 205. Drug 1: CC1C(C(=O)NC(C(=O)N2CCCC2C(=O)N(CC(=O)N(C(C(=O)O1)C(C)C)C)C)C(C)C)NC(=O)C3=C4C(=C(C=C3)C)OC5=C(C(=O)C(=C(C5=N4)C(=O)NC6C(OC(=O)C(N(C(=O)CN(C(=O)C7CCCN7C(=O)C(NC6=O)C(C)C)C)C)C(C)C)C)N)C. Synergy scores: CSS=1.31, Synergy_ZIP=-7.41, Synergy_Bliss=-18.2, Synergy_Loewe=-52.3, Synergy_HSA=-18.9. Drug 2: CNC(=O)C1=NC=CC(=C1)OC2=CC=C(C=C2)NC(=O)NC3=CC(=C(C=C3)Cl)C(F)(F)F. (6) Drug 1: C1=NC2=C(N=C(N=C2N1C3C(C(C(O3)CO)O)F)Cl)N. Drug 2: C1CN(CCN1C(=O)CCBr)C(=O)CCBr. Cell line: KM12. Synergy scores: CSS=12.8, Synergy_ZIP=-2.59, Synergy_Bliss=3.07, Synergy_Loewe=2.37, Synergy_HSA=-0.0274. (7) Drug 1: C1=CC(=CC=C1C#N)C(C2=CC=C(C=C2)C#N)N3C=NC=N3. Drug 2: CCC1(CC2CC(C3=C(CCN(C2)C1)C4=CC=CC=C4N3)(C5=C(C=C6C(=C5)C78CCN9C7C(C=CC9)(C(C(C8N6C=O)(C(=O)OC)O)OC(=O)C)CC)OC)C(=O)OC)O.OS(=O)(=O)O. Cell line: SR. Synergy scores: CSS=16.6, Synergy_ZIP=-1.36, Synergy_Bliss=-5.18, Synergy_Loewe=-40.5, Synergy_HSA=-2.82. (8) Cell line: MCF7. Drug 1: CCCS(=O)(=O)NC1=C(C(=C(C=C1)F)C(=O)C2=CNC3=C2C=C(C=N3)C4=CC=C(C=C4)Cl)F. Drug 2: CN1C(=O)N2C=NC(=C2N=N1)C(=O)N. Synergy scores: CSS=-3.95, Synergy_ZIP=4.45, Synergy_Bliss=2.19, Synergy_Loewe=-4.16, Synergy_HSA=-3.56. (9) Drug 1: C1=CC(=CC=C1CCC2=CNC3=C2C(=O)NC(=N3)N)C(=O)NC(CCC(=O)O)C(=O)O. Drug 2: C1=NC2=C(N=C(N=C2N1C3C(C(C(O3)CO)O)F)Cl)N. Cell line: MCF7. Synergy scores: CSS=33.3, Synergy_ZIP=-6.59, Synergy_Bliss=-5.78, Synergy_Loewe=-1.91, Synergy_HSA=-0.787.